This data is from Forward reaction prediction with 1.9M reactions from USPTO patents (1976-2016). The task is: Predict the product of the given reaction. Given the reactants C(OC([NH:8][C@H:9]([C:18](=[O:51])[NH:19][CH2:20][C@H:21]1[O:25][N:24]=[C:23]([C:26]2[CH:31]=[CH:30][C:29]([C:32]3[CH:37]=[CH:36][C:35]([N:38]4[CH2:42][C@H:41]([CH2:43][N:44]5[CH:48]=[CH:47][N:46]=[N:45]5)[O:40][C:39]4=[O:49])=[CH:34][C:33]=3[F:50])=[CH:28][N:27]=2)[CH2:22]1)[CH2:10][C:11]([O:13]C(C)(C)C)=[O:12])=O)(C)(C)C, predict the reaction product. The product is: [F:50][C:33]1[CH:34]=[C:35]([N:38]2[CH2:42][C@H:41]([CH2:43][N:44]3[CH:48]=[CH:47][N:46]=[N:45]3)[O:40][C:39]2=[O:49])[CH:36]=[CH:37][C:32]=1[C:29]1[CH:30]=[CH:31][C:26]([C:23]2[CH2:22][C@@H:21]([CH2:20][NH:19][C:18](=[O:51])[C@H:9]([CH2:10][C:11]([OH:13])=[O:12])[NH2:8])[O:25][N:24]=2)=[N:27][CH:28]=1.